The task is: Predict the reaction yield, written as a fraction of the theoretical maximum amount of product (1.0 means a 100% yield; for example, 0.34 means a 34% yield).. This data is from Reaction yield outcomes from USPTO patents with 853,638 reactions. (1) The reactants are Br[C:2]1[CH:3]=[C:4]2[C:8](=[CH:9][CH:10]=1)[NH:7][C:6]([C:11]1[CH:16]=[CH:15][CH:14]=[CH:13][C:12]=1[O:17][CH3:18])=[C:5]2[F:19].[B:20]1([B:20]2[O:24][C:23]([CH3:26])([CH3:25])[C:22]([CH3:28])([CH3:27])[O:21]2)[O:24][C:23]([CH3:26])([CH3:25])[C:22]([CH3:28])([CH3:27])[O:21]1.C([O-])(=O)C.[K+]. The catalyst is CS(C)=O.C1C=CC(P(C2C=CC=CC=2)[C-]2C=CC=C2)=CC=1.C1C=CC(P(C2C=CC=CC=2)[C-]2C=CC=C2)=CC=1.Cl[Pd]Cl.[Fe+2]. The product is [F:19][C:5]1[C:4]2[C:8](=[CH:9][CH:10]=[C:2]([B:20]3[O:24][C:23]([CH3:26])([CH3:25])[C:22]([CH3:28])([CH3:27])[O:21]3)[CH:3]=2)[NH:7][C:6]=1[C:11]1[CH:16]=[CH:15][CH:14]=[CH:13][C:12]=1[O:17][CH3:18]. The yield is 0.840. (2) The reactants are [Cl:1][C:2]1[C:3]([F:25])=[N:4][C:5]([NH:20][CH2:21][C:22]([OH:24])=[O:23])=[C:6]([Cl:19])[C:7]=1[S:8][C:9]1[CH:14]=[CH:13][C:12]([OH:15])=[C:11]([CH:16]([CH3:18])[CH3:17])[CH:10]=1.ClC1C=C(C=CC=1)C(OO)=[O:31]. The catalyst is C(Cl)Cl. The product is [Cl:19][C:6]1[C:5]([NH:20][CH2:21][C:22]([OH:24])=[O:23])=[N:4][C:3]([F:25])=[C:2]([Cl:1])[C:7]=1[S:8]([C:9]1[CH:14]=[CH:13][C:12]([OH:15])=[C:11]([CH:16]([CH3:17])[CH3:18])[CH:10]=1)=[O:31]. The yield is 0.640. (3) The reactants are C([O:4][CH2:5][C:6]1[C:7]([N:37]2[CH2:49][CH2:48][N:40]3[C:41]4[CH2:42][CH2:43][CH2:44][CH2:45][C:46]=4[CH:47]=[C:39]3[C:38]2=[O:50])=[N:8][CH:9]=[CH:10][C:11]=1[C:12]1[CH:17]=[C:16]([NH:18][C:19]2[CH:24]=[N:23][C:22]([N:25]3[CH2:30][CH2:29][N:28]([CH:31]4[CH2:34][O:33][CH2:32]4)[CH2:27][CH2:26]3)=[CH:21][N:20]=2)[C:15](=[O:35])[N:14]([CH3:36])[CH:13]=1)(=O)C.[OH-].[Li+]. The catalyst is C(O)(C)C.C1COCC1.O. The product is [OH:4][CH2:5][C:6]1[C:7]([N:37]2[CH2:49][CH2:48][N:40]3[C:41]4[CH2:42][CH2:43][CH2:44][CH2:45][C:46]=4[CH:47]=[C:39]3[C:38]2=[O:50])=[N:8][CH:9]=[CH:10][C:11]=1[C:12]1[CH:17]=[C:16]([NH:18][C:19]2[CH:24]=[N:23][C:22]([N:25]3[CH2:30][CH2:29][N:28]([CH:31]4[CH2:34][O:33][CH2:32]4)[CH2:27][CH2:26]3)=[CH:21][N:20]=2)[C:15](=[O:35])[N:14]([CH3:36])[CH:13]=1. The yield is 0.710.